From a dataset of Full USPTO retrosynthesis dataset with 1.9M reactions from patents (1976-2016). Predict the reactants needed to synthesize the given product. Given the product [C:1]1([C:33]2[CH:34]=[CH:35][CH:36]=[CH:37][CH:38]=2)[CH:6]=[CH:5][C:4]([C:7]2[N:11]([CH2:12][CH:13]3[CH2:17][CH2:16][NH:15][CH2:14]3)[C:10]3[CH:25]=[C:26]([C:29]([NH:31][CH3:32])=[O:30])[CH:27]=[CH:28][C:9]=3[N:8]=2)=[CH:3][CH:2]=1, predict the reactants needed to synthesize it. The reactants are: [C:1]1([C:33]2[CH:38]=[CH:37][CH:36]=[CH:35][CH:34]=2)[CH:6]=[CH:5][C:4]([C:7]2[N:11]([CH2:12][CH:13]3[CH2:17][CH2:16][N:15](C(OC(C)(C)C)=O)[CH2:14]3)[C:10]3[CH:25]=[C:26]([C:29]([NH:31][CH3:32])=[O:30])[CH:27]=[CH:28][C:9]=3[N:8]=2)=[CH:3][CH:2]=1.C(O)(C(F)(F)F)=O.